From a dataset of Catalyst prediction with 721,799 reactions and 888 catalyst types from USPTO. Predict which catalyst facilitates the given reaction. (1) Reactant: [NH:1]1[CH:5]=[C:4]([C:6]#[N:7])[CH:3]=[N:2]1.[O-]P([O-])([O-])=O.[K+].[K+].[K+].[Cl:16][C:17]1[C:18]([F:31])=[C:19]([C:24]2[N:29]=[CH:28][N:27]=[C:26]([OH:30])[CH:25]=2)[C:20](I)=[CH:21][CH:22]=1.CN[C@@H]1CCCC[C@H]1NC. Product: [Cl:16][C:17]1[CH:22]=[CH:21][C:20]([N:1]2[CH:5]=[C:4]([C:6]#[N:7])[CH:3]=[N:2]2)=[C:19]([C:24]2[CH:25]=[C:26]([OH:30])[N:27]=[CH:28][N:29]=2)[C:18]=1[F:31]. The catalyst class is: 185. (2) Reactant: [C:1]([C:4]([NH:7][C:8]([CH2:10][CH2:11][CH2:12][O:13][C:14]1[CH:19]=[CH:18][C:17]([CH2:20][C:21]2[C:22]([O:29][C@@H:30]3[O:56][C@H:55]([CH2:57][O:58][C:59](=[O:64])[C:60]([CH3:63])([CH3:62])[CH3:61])[C@@H:47]([O:48][C:49](=[O:54])[C:50]([CH3:53])([CH3:52])[CH3:51])[C@H:39]([O:40][C:41](=[O:46])[C:42]([CH3:45])([CH3:44])[CH3:43])[C@H:31]3[O:32][C:33](=[O:38])[C:34]([CH3:37])([CH3:36])[CH3:35])=[N:23][NH:24][C:25]=2[CH:26]([CH3:28])[CH3:27])=[C:16]([CH3:65])[CH:15]=1)=[O:9])([CH3:6])[CH3:5])(O)=[O:2].[OH:66][CH2:67][CH2:68][N:69]1[CH2:74][CH2:73][NH:72][CH2:71][CH2:70]1.ON1C2C=CC=CC=2N=N1.Cl.C(N=C=NCCCN(C)C)C. Product: [OH:66][CH2:67][CH2:68][N:69]1[CH2:74][CH2:73][N:72]([C:1]([C:4]([NH:7][C:8]([CH2:10][CH2:11][CH2:12][O:13][C:14]2[CH:19]=[CH:18][C:17]([CH2:20][C:21]3[C:22]([O:29][C@@H:30]4[O:56][C@H:55]([CH2:57][O:58][C:59](=[O:64])[C:60]([CH3:63])([CH3:62])[CH3:61])[C@@H:47]([O:48][C:49](=[O:54])[C:50]([CH3:53])([CH3:52])[CH3:51])[C@H:39]([O:40][C:41](=[O:46])[C:42]([CH3:43])([CH3:44])[CH3:45])[C@H:31]4[O:32][C:33](=[O:38])[C:34]([CH3:35])([CH3:36])[CH3:37])=[N:23][NH:24][C:25]=3[CH:26]([CH3:27])[CH3:28])=[C:16]([CH3:65])[CH:15]=2)=[O:9])([CH3:5])[CH3:6])=[O:2])[CH2:71][CH2:70]1. The catalyst class is: 681. (3) Reactant: [CH3:1][O:2][C:3]1[CH:27]=[C:26]([O:28][CH3:29])[CH:25]=[CH:24][C:4]=1[CH2:5][N:6]1[C:11]([CH3:12])=[CH:10][C:9]([O:13][CH2:14][C:15]2[CH:22]=[CH:21][CH:20]=[CH:19][C:16]=2[C:17]#[N:18])=[CH:8][C:7]1=[O:23].C1C(=O)N([Br:37])C(=O)C1. Product: [Br:37][C:8]1[C:7](=[O:23])[N:6]([CH2:5][C:4]2[CH:24]=[CH:25][C:26]([O:28][CH3:29])=[CH:27][C:3]=2[O:2][CH3:1])[C:11]([CH3:12])=[CH:10][C:9]=1[O:13][CH2:14][C:15]1[CH:22]=[CH:21][CH:20]=[CH:19][C:16]=1[C:17]#[N:18]. The catalyst class is: 10.